The task is: Regression. Given a peptide amino acid sequence and an MHC pseudo amino acid sequence, predict their binding affinity value. This is MHC class II binding data.. This data is from Peptide-MHC class II binding affinity with 134,281 pairs from IEDB. (1) The peptide sequence is YDEPMTPGQCNMVVE. The MHC is HLA-DPA10301-DPB10402 with pseudo-sequence HLA-DPA10301-DPB10402. The binding affinity (normalized) is 0.109. (2) The peptide sequence is ASAAALAGDAAGAWR. The MHC is HLA-DQA10101-DQB10501 with pseudo-sequence HLA-DQA10101-DQB10501. The binding affinity (normalized) is 0. (3) The peptide sequence is TRSAYERMCNILKGK. The MHC is DRB4_0101 with pseudo-sequence DRB4_0103. The binding affinity (normalized) is 0.0443. (4) The peptide sequence is TNLKVQLIRMAEAEM. The MHC is HLA-DQA10601-DQB10402 with pseudo-sequence HLA-DQA10601-DQB10402. The binding affinity (normalized) is 0.416.